From a dataset of CYP2D6 inhibition data for predicting drug metabolism from PubChem BioAssay. Regression/Classification. Given a drug SMILES string, predict its absorption, distribution, metabolism, or excretion properties. Task type varies by dataset: regression for continuous measurements (e.g., permeability, clearance, half-life) or binary classification for categorical outcomes (e.g., BBB penetration, CYP inhibition). Dataset: cyp2d6_veith. (1) The drug is Clc1ccc(CN2CCCN(Cc3ccc(Cl)cc3)C2c2cc3ccccc3c3ccccc23)cc1. The result is 1 (inhibitor). (2) The molecule is c1cc(C2N3CCCN2CC3)ccn1. The result is 0 (non-inhibitor). (3) The drug is CC1CN(C(=O)CN2C(=O)NC3(CCCCCC3)C2=O)CC(C)O1. The result is 0 (non-inhibitor). (4) The drug is C=C1C(=O)C=C2CN(C(=O)c3ccccc3)[C@@](Cc3ccc(OC)cc3)(C(=O)OC)[C@@H]12. The result is 0 (non-inhibitor).